Dataset: Full USPTO retrosynthesis dataset with 1.9M reactions from patents (1976-2016). Task: Predict the reactants needed to synthesize the given product. (1) Given the product [Br:1][C:2]1[CH:7]=[CH:6][C:5]([CH2:8][C:9]([Cl:14])=[O:11])=[CH:4][CH:3]=1, predict the reactants needed to synthesize it. The reactants are: [Br:1][C:2]1[CH:7]=[CH:6][C:5]([CH2:8][C:9]([OH:11])=O)=[CH:4][CH:3]=1.S(Cl)([Cl:14])=O. (2) Given the product [N:33]([CH2:12][C@@H:13]1[O:19][C:18]2[C:20]([C:25]3[C:30]([Cl:31])=[CH:29][CH:28]=[CH:27][C:26]=3[Cl:32])=[CH:21][C:22]([F:24])=[CH:23][C:17]=2[CH2:16][CH2:15][CH2:14]1)=[N+:34]=[N-:35], predict the reactants needed to synthesize it. The reactants are: CC1C=CC(S(O[CH2:12][C@@H:13]2[O:19][C:18]3[C:20]([C:25]4[C:30]([Cl:31])=[CH:29][CH:28]=[CH:27][C:26]=4[Cl:32])=[CH:21][C:22]([F:24])=[CH:23][C:17]=3[CH2:16][CH2:15][CH2:14]2)(=O)=O)=CC=1.[N-:33]=[N+:34]=[N-:35].[Na+].C(OCC)(=O)C. (3) Given the product [S:1]([N:11]1[C:15]2[N:16]=[CH:17][C:18]3[N:19]([C:20]([C:23]45[CH2:30][CH2:29][C:26]([NH:31][C:33]6[O:34][C:35]7[CH:41]=[CH:40][CH:39]=[CH:38][C:36]=7[N:37]=6)([CH2:27][CH2:28]4)[CH2:25][CH2:24]5)=[N:21][N:22]=3)[C:14]=2[CH:13]=[CH:12]1)([C:4]1[CH:10]=[CH:9][C:7]([CH3:8])=[CH:6][CH:5]=1)(=[O:3])=[O:2], predict the reactants needed to synthesize it. The reactants are: [S:1]([N:11]1[C:15]2[N:16]=[CH:17][C:18]3[N:19]([C:20]([C:23]45[CH2:30][CH2:29][C:26]([NH2:31])([CH2:27][CH2:28]4)[CH2:25][CH2:24]5)=[N:21][N:22]=3)[C:14]=2[CH:13]=[CH:12]1)([C:4]1[CH:10]=[CH:9][C:7]([CH3:8])=[CH:6][CH:5]=1)(=[O:3])=[O:2].Cl[C:33]1[O:34][C:35]2[CH:41]=[CH:40][CH:39]=[CH:38][C:36]=2[N:37]=1.C([O-])([O-])=O.[K+].[K+]. (4) The reactants are: [NH:1]1[CH:5]=[CH:4][N:3]=[C:2]1[C:6]1[NH:7][CH:8]=[CH:9][N:10]=1.Br[C:12]1[CH:13]=[CH:14][C:15]2[N:16]([C:25]3[CH:30]=[CH:29][CH:28]=[CH:27][N:26]=3)[C:17]3[C:22]([C:23]=2[CH:24]=1)=[CH:21][CH:20]=[CH:19][CH:18]=3.C([O-])([O-])=O.[Cs+].[Cs+]. Given the product [N:26]1[CH:27]=[CH:28][CH:29]=[CH:30][C:25]=1[N:16]1[C:17]2[CH:18]=[CH:19][C:20]([N:1]3[CH:5]=[CH:4][N:3]=[C:2]3[C:6]3[N:10]([C:20]4[CH:19]=[CH:18][C:17]5[N:16]([C:25]6[CH:30]=[CH:29][CH:28]=[CH:27][N:26]=6)[C:15]6[C:23]([C:22]=5[CH:21]=4)=[CH:24][CH:12]=[CH:13][CH:14]=6)[CH:9]=[CH:8][N:7]=3)=[CH:21][C:22]=2[C:23]2[C:15]1=[CH:14][CH:13]=[CH:12][CH:24]=2, predict the reactants needed to synthesize it. (5) Given the product [ClH:1].[ClH:1].[CH2:20]([N:22]1[CH2:27][CH2:26][N:25]([C:2]2[C:11]3[C:6](=[CH:7][CH:8]=[C:9]([O:12][CH3:13])[CH:10]=3)[CH:5]=[C:4]([C:14]3[CH:19]=[CH:18][CH:17]=[CH:16][CH:15]=3)[N:3]=2)[CH2:24][CH2:23]1)[CH3:21], predict the reactants needed to synthesize it. The reactants are: [Cl:1][C:2]1[C:11]2[C:6](=[CH:7][CH:8]=[C:9]([O:12][CH3:13])[CH:10]=2)[CH:5]=[C:4]([C:14]2[CH:19]=[CH:18][CH:17]=[CH:16][CH:15]=2)[N:3]=1.[CH2:20]([N:22]1[CH2:27][CH2:26][NH:25][CH2:24][CH2:23]1)[CH3:21].C(=O)([O-])[O-].[K+].[K+].C(OCC)(=O)C.